Dataset: Reaction yield outcomes from USPTO patents with 853,638 reactions. Task: Predict the reaction yield, written as a fraction of the theoretical maximum amount of product (1.0 means a 100% yield; for example, 0.34 means a 34% yield). (1) The reactants are [Na:1].C(C1([CH2:14][CH2:15][O:16][C:17]2[CH:22]=[CH:21][N:20]=[C:19]([CH2:23][S:24]([C:26]3[NH:30][C:29]4[CH:31]=[CH:32][CH:33]=[CH:34][C:28]=4[N:27]=3)=[O:25])[C:18]=2[CH3:35])OCC2(OCCO2)CO1)C.ClC1C=CC=C(C(OO)=O)C=1.OCC[CH:50]1[CH2:54][O:53][C:52]([CH3:56])([CH3:55])[O:51]1. No catalyst specified. The product is [Na:1].[CH3:55][C:52]1([CH3:56])[O:53][CH:54]([CH2:14][CH2:15][O:16][C:17]2[CH:22]=[CH:21][N:20]=[C:19]([CH2:23][S:24]([C:26]3[NH:30][C:29]4[CH:31]=[CH:32][CH:33]=[CH:34][C:28]=4[N:27]=3)=[O:25])[C:18]=2[CH3:35])[CH2:50][O:51]1. The yield is 0.0870. (2) The product is [CH3:49][C:6]1([CH3:50])[C@@H:7]([C:8]([O:10][C@H:11]2[CH2:28][CH2:27][C@@:26]3([CH3:29])[C@@H:13]([CH2:14][CH2:15][C@:16]4([CH3:46])[C@@H:25]3[CH2:24][CH2:23][C@H:22]3[C@@:17]4([CH3:45])[CH2:18][CH2:19][C@@:20]4([C:37]([N:39]5[CH2:44][CH2:43][CH2:42][CH2:41][CH2:40]5)=[O:38])[CH2:33][CH2:32][C@@H:31]([C:34]([CH3:36])=[CH2:35])[C@@H:21]43)[C:12]2([CH3:48])[CH3:47])=[O:9])[C@H:5]1[CH2:4][C:3]([OH:51])=[O:2]. The reactants are C[O:2][C:3](=[O:51])[CH2:4][C@@H:5]1[C@H:7]([C:8]([O:10][C@H:11]2[CH2:28][CH2:27][C@@:26]3([CH3:29])[C@@H:13]([CH2:14][CH2:15][C@:16]4([CH3:46])[C@@H:25]3[CH2:24][CH2:23][C@@:22]3(C)[C@@:17]4([CH3:45])[CH2:18][CH2:19][C@@:20]4([C:37]([N:39]5[CH2:44][CH2:43][CH2:42][CH2:41][CH2:40]5)=[O:38])[CH2:33][CH2:32][C@@H:31]([C:34]([CH3:36])=[CH2:35])[C@@H:21]43)[C:12]2([CH3:48])[CH3:47])=[O:9])[C:6]1([CH3:50])[CH3:49].O.[OH-].[Li+]. The yield is 0.200. The catalyst is C1COCC1.O.CCCCCC. (3) The reactants are C(OC([NH:11][C@@H:12]([CH2:20][NH:21][C:22]([O:24][C:25]([CH3:28])([CH3:27])[CH3:26])=[O:23])[C:13]([O:15][C:16]([CH3:19])([CH3:18])[CH3:17])=[O:14])=O)C1C=CC=CC=1.CO.[ClH:31]. The catalyst is [Pd]. The product is [ClH:31].[NH2:11][C@@H:12]([CH2:20][NH:21][C:22]([O:24][C:25]([CH3:28])([CH3:27])[CH3:26])=[O:23])[C:13]([O:15][C:16]([CH3:18])([CH3:19])[CH3:17])=[O:14]. The yield is 0.990. (4) The reactants are C12CC(CC1)CC2N[C:9]1[CH:14]=[C:13]([N:15]2[CH2:19][CH2:18][C@@H:17]([NH:20][CH3:21])[CH2:16]2)[CH:12]=[CH:11][N:10]=1.CCOCC.C(Cl)[Cl:28].Cl. The catalyst is CCOCC. The product is [Cl:28][C:9]1[CH:14]=[C:13]([N:15]2[CH2:19][CH2:18][C@@H:17]([NH:20][CH3:21])[CH2:16]2)[CH:12]=[CH:11][N:10]=1. The yield is 1.00. (5) The reactants are [Cl:1][C:2]1[C:10]2[CH:9]([CH2:11][C:12]([O:14]CC)=[O:13])[O:8][B:7]([OH:17])[C:6]=2[CH:5]=[C:4]([O:18][C:19]2[CH:24]=[N:23][CH:22]=[CH:21][N:20]=2)[CH:3]=1.[OH-].[Li+].Cl. The catalyst is C1COCC1.O. The product is [Cl:1][C:2]1[C:10]2[CH:9]([CH2:11][C:12]([OH:14])=[O:13])[O:8][B:7]([OH:17])[C:6]=2[CH:5]=[C:4]([O:18][C:19]2[CH:24]=[N:23][CH:22]=[CH:21][N:20]=2)[CH:3]=1. The yield is 0.835. (6) The reactants are [Br:1][C:2]1[C:3](Cl)=[N:4][C:5]([Cl:8])=[N:6][CH:7]=1.[C:10]1([C@H:16]([NH2:18])[CH3:17])[CH:15]=[CH:14][CH:13]=[CH:12][CH:11]=1.C(N(CC)C(C)C)(C)C. The catalyst is C(O)C. The product is [Br:1][C:2]1[C:3]([NH:18][C@@H:16]([C:10]2[CH:15]=[CH:14][CH:13]=[CH:12][CH:11]=2)[CH3:17])=[N:4][C:5]([Cl:8])=[N:6][CH:7]=1. The yield is 0.740.